Task: Predict which catalyst facilitates the given reaction.. Dataset: Catalyst prediction with 721,799 reactions and 888 catalyst types from USPTO Product: [CH3:1][C:2]([S@:5]([NH:7][C:15]1[CH:16]=[C:9]([Cl:8])[CH:10]=[CH:13][C:14]=1[Cl:17])=[O:6])([CH3:4])[CH3:3]. Reactant: [CH3:1][C:2]([S@:5]([NH2:7])=[O:6])([CH3:4])[CH3:3].[Cl:8][C:9]1[CH:16]=[CH:15][C:14]([Cl:17])=[CH:13][C:10]=1C=O. The catalyst class is: 220.